From a dataset of Forward reaction prediction with 1.9M reactions from USPTO patents (1976-2016). Predict the product of the given reaction. (1) Given the reactants C(O[C:6](=[O:19])[N:7]([C:12]1[CH:17]=[CH:16][CH:15]=[C:14]([Cl:18])[CH:13]=1)[C@@H:8]([CH3:11])[CH:9]=[O:10])(C)(C)C.Br[C:21]([F:28])([F:27])C(OCC)=O.S([O-])(O)(=O)=O.[K+].C(N(C(C)C)CC)(C)C, predict the reaction product. The product is: [Cl:18][C:14]1[CH:13]=[C:12]([N:7]2[C@@H:8]([CH3:11])[C@H:9]([OH:10])[C:21]([F:28])([F:27])[C:6]2=[O:19])[CH:17]=[CH:16][CH:15]=1. (2) Given the reactants [CH3:1][S:2]([OH:5])(=[O:4])=[O:3].O1CCCC1.[CH2:11]([N:13]1[CH2:18][CH2:17][N:16]([CH2:19][CH2:20][O:21][C:22]2[CH:23]=[CH:24][C:25]([OH:46])=[C:26]([CH:45]=2)[C:27]([NH:29][C:30]2[CH:38]=[C:37]([C:39]3[CH:44]=[CH:43][CH:42]=[CH:41][CH:40]=3)[CH:36]=[CH:35][C:31]=2[C:32]([OH:34])=[O:33])=[O:28])[CH2:15][CH2:14]1)[CH3:12], predict the reaction product. The product is: [CH3:1][S:2]([OH:5])(=[O:4])=[O:3].[CH3:1][S:2]([OH:5])(=[O:4])=[O:3].[CH2:11]([N:13]1[CH2:14][CH2:15][N:16]([CH2:19][CH2:20][O:21][C:22]2[CH:23]=[CH:24][C:25]([OH:46])=[C:26]([CH:45]=2)[C:27]([NH:29][C:30]2[CH:38]=[C:37]([C:39]3[CH:44]=[CH:43][CH:42]=[CH:41][CH:40]=3)[CH:36]=[CH:35][C:31]=2[C:32]([OH:34])=[O:33])=[O:28])[CH2:17][CH2:18]1)[CH3:12]. (3) Given the reactants Br[C:2]1[C:11]([N+:12]([O-:14])=[O:13])=[CH:10][CH:9]=[CH:8][C:3]=1[C:4]([NH:6][CH3:7])=[O:5].[CH:15]1([NH2:18])[CH2:17][CH2:16]1, predict the reaction product. The product is: [CH:15]1([NH:18][C:2]2[C:11]([N+:12]([O-:14])=[O:13])=[CH:10][CH:9]=[CH:8][C:3]=2[C:4]([NH:6][CH3:7])=[O:5])[CH2:17][CH2:16]1. (4) Given the reactants C([O:3][C:4](=O)[CH:5]([C:7]1[N:8]=[C:9]([C:13]2[CH:14]=[N:15][C:16]([C:19]3[CH:24]=[CH:23][CH:22]=[CH:21][C:20]=3[F:25])=[CH:17][CH:18]=2)[S:10][C:11]=1[CH3:12])[CH3:6])C.[H-].[H-].[H-].[H-].[Li+].[Al+3], predict the reaction product. The product is: [F:25][C:20]1[CH:21]=[CH:22][CH:23]=[CH:24][C:19]=1[C:16]1[N:15]=[CH:14][C:13]([C:9]2[S:10][C:11]([CH3:12])=[C:7]([CH:5]([CH3:6])[CH2:4][OH:3])[N:8]=2)=[CH:18][CH:17]=1. (5) Given the reactants [CH3:1][C:2]1[C:7]([CH3:8])=[CH:6][C:5]([CH3:9])=[C:4]([CH2:10][C:11]([CH3:13])=[CH2:12])[C:3]=1[OH:14].O.C1(C)C=CC(S(O)(=O)=O)=CC=1.[OH-].[Na+], predict the reaction product. The product is: [CH3:12][C:11]1([CH3:13])[CH2:10][C:4]2[C:5]([CH3:9])=[CH:6][C:7]([CH3:8])=[C:2]([CH3:1])[C:3]=2[O:14]1. (6) Given the reactants C(=O)([O-])[O-].[K+].[K+].[Cl:7][C:8]1[CH:13]=[CH:12][C:11]([C:14]2[N:15]([CH:20]3[CH2:22][CH2:21]3)[C:16](=[O:19])[NH:17][N:18]=2)=[CH:10][CH:9]=1.Cl[CH2:24][C:25]([O:27][CH2:28][CH3:29])=[O:26], predict the reaction product. The product is: [Cl:7][C:8]1[CH:9]=[CH:10][C:11]([C:14]2[N:15]([CH:20]3[CH2:22][CH2:21]3)[C:16](=[O:19])[N:17]([CH2:24][C:25]([O:27][CH2:28][CH3:29])=[O:26])[N:18]=2)=[CH:12][CH:13]=1. (7) Given the reactants [Br:1][C:2]12[CH2:11][CH:6]3[CH2:7][CH:8]([CH2:10][CH:4]([CH:5]3[NH:12][NH:13][C:14]([C:16]3[C:17](Cl)=[C:18]4[CH:24]=[CH:23][NH:22][C:19]4=[N:20][CH:21]=3)=[O:15])[CH2:3]1)[CH2:9]2.C(N(CC)CC)C.O, predict the reaction product. The product is: [Br:1][C:2]12[CH2:11][CH:6]3[CH2:7][CH:8]([CH2:10][CH:4]([CH:5]3[N:12]3[C:17]4=[C:18]5[CH:24]=[CH:23][NH:22][C:19]5=[N:20][CH:21]=[C:16]4[C:14](=[O:15])[NH:13]3)[CH2:3]1)[CH2:9]2. (8) Given the reactants [Si:1]([O:8][C@@H:9]1[CH2:13][C@@H:12]([NH:14][C:15]2[N:20]=[C:19](Cl)[N:18]=[C:17]([NH:22][C@H:23]3[C:31]4[C:26](=[CH:27][CH:28]=[CH:29][CH:30]=4)[C:25]([CH3:33])([CH3:32])[CH2:24]3)[N:16]=2)[CH2:11][C@@H:10]1[CH2:34][OH:35])([C:4]([CH3:7])([CH3:6])[CH3:5])([CH3:3])[CH3:2], predict the reaction product. The product is: [Si:1]([O:8][C@H:9]1[CH2:13][C@H:12]([NH:14][C:15]2[N:16]=[C:17]([NH:22][C@@H:23]3[C:31]4[C:26](=[CH:27][CH:28]=[CH:29][CH:30]=4)[C:25]([CH3:33])([CH3:32])[CH2:24]3)[N:18]=[CH:19][N:20]=2)[CH2:11][C@H:10]1[CH2:34][OH:35])([C:4]([CH3:7])([CH3:6])[CH3:5])([CH3:3])[CH3:2].